Dataset: Forward reaction prediction with 1.9M reactions from USPTO patents (1976-2016). Task: Predict the product of the given reaction. Given the reactants [NH2:1][C:2]1[C:11]2[CH:10]=[CH:9][CH:8]=[C:7](Br)[C:6]=2[N:5]=[C:4]2[CH2:13][N:14]([CH:17]3[CH2:20][CH2:19][CH2:18]3)[C:15](=[O:16])[C:3]=12.C[Sn](C)(C)[C:23]1[CH:24]=[N:25][CH:26]=[C:27]([CH:30]=1)[C:28]#[N:29], predict the reaction product. The product is: [NH2:1][C:2]1[C:11]2[CH:10]=[CH:9][CH:8]=[C:7]([C:23]3[CH:24]=[N:25][CH:26]=[C:27]([CH:30]=3)[C:28]#[N:29])[C:6]=2[N:5]=[C:4]2[CH2:13][N:14]([CH:17]3[CH2:20][CH2:19][CH2:18]3)[C:15](=[O:16])[C:3]=12.